Dataset: Reaction yield outcomes from USPTO patents with 853,638 reactions. Task: Predict the reaction yield, written as a fraction of the theoretical maximum amount of product (1.0 means a 100% yield; for example, 0.34 means a 34% yield). (1) The reactants are [OH:1][C:2]1[C:11]([CH2:12][CH2:13][C:14]([CH3:16])=[CH2:15])=[C:10]([O:17][CH3:18])[CH:9]=[C:8](/[CH:19]=[CH:20]/[C:21]2[CH:26]=[CH:25][CH:24]=[CH:23][CH:22]=2)[C:3]=1[C:4](OC)=[O:5].[NH2:27][C:28]([NH2:30])=[O:29]. The catalyst is C(O)C. The product is [NH2:27][C:28]([NH:30][C:4](=[O:5])[C:3]1[C:8](/[CH:19]=[CH:20]/[C:21]2[CH:26]=[CH:25][CH:24]=[CH:23][CH:22]=2)=[CH:9][C:10]([O:17][CH3:18])=[C:11]([CH2:12][CH2:13][C:14]([CH3:16])=[CH2:15])[C:2]=1[OH:1])=[O:29]. The yield is 0.800. (2) The reactants are [CH2:1]([O:8][C@H:9]1[CH2:14][CH2:13][CH2:12][CH2:11][C@@H:10]1[NH:15][C:16]([C:18]1[N:19]=[C:20]([C:30]2[CH:35]=[CH:34][CH:33]=[CH:32][C:31]=2[Cl:36])[N:21]([C:23]2[CH:28]=[CH:27][C:26]([Cl:29])=[CH:25][CH:24]=2)[CH:22]=1)=[O:17])[C:2]1[CH:7]=[CH:6][CH:5]=[CH:4][CH:3]=1.[Br:37]N1C(=O)CCC1=O. The catalyst is CN(C)C=O. The product is [CH2:1]([O:8][C@H:9]1[CH2:14][CH2:13][CH2:12][CH2:11][C@@H:10]1[NH:15][C:16]([C:18]1[N:19]=[C:20]([C:30]2[CH:35]=[CH:34][CH:33]=[CH:32][C:31]=2[Cl:36])[N:21]([C:23]2[CH:24]=[CH:25][C:26]([Cl:29])=[CH:27][CH:28]=2)[C:22]=1[Br:37])=[O:17])[C:2]1[CH:7]=[CH:6][CH:5]=[CH:4][CH:3]=1. The yield is 0.860. (3) The reactants are [N+:1]([C:4]1[CH:12]=[CH:11][C:7]([C:8](Cl)=[O:9])=[CH:6][CH:5]=1)([O-:3])=[O:2].[CH3:13][O:14][C:15]1[CH:59]=[C:58]([O:60][CH3:61])[CH:57]=[C:56]([O:62][CH3:63])[C:16]=1[CH:17]=[CH:18][CH:19]([S:29]([CH:32]([CH:42]=[CH:43][C:44]1[C:49]([O:50][CH3:51])=[CH:48][C:47]([O:52][CH3:53])=[CH:46][C:45]=1[O:54][CH3:55])[C:33]1[CH:38]=[CH:37][C:36]([O:39][CH3:40])=[C:35]([NH2:41])[CH:34]=1)(=[O:31])=[O:30])[C:20]1[CH:25]=[CH:24][C:23]([O:26][CH3:27])=[C:22]([NH2:28])[CH:21]=1. The catalyst is O1CCCC1. The product is [CH3:63][O:62][C:56]1[CH:57]=[C:58]([O:60][CH3:61])[CH:59]=[C:15]([O:14][CH3:13])[C:16]=1/[CH:17]=[CH:18]/[CH:19]([S:29]([CH:32](/[CH:42]=[CH:43]/[C:44]1[C:45]([O:54][CH3:55])=[CH:46][C:47]([O:52][CH3:53])=[CH:48][C:49]=1[O:50][CH3:51])[C:33]1[CH:38]=[CH:37][C:36]([O:39][CH3:40])=[C:35]([NH:41][C:8](=[O:9])[C:7]2[CH:6]=[CH:5][C:4]([N+:1]([O-:3])=[O:2])=[CH:12][CH:11]=2)[CH:34]=1)(=[O:31])=[O:30])[C:20]1[CH:25]=[CH:24][C:23]([O:26][CH3:27])=[C:22]([NH:28][C:8](=[O:9])[C:7]2[CH:11]=[CH:12][C:4]([N+:1]([O-:3])=[O:2])=[CH:5][CH:6]=2)[CH:21]=1. The yield is 0.720. (4) The reactants are Cl.[CH2:2]([O:4][C:5](=[O:8])[CH2:6][NH2:7])[CH3:3].[CH:9](OC)=[O:10]. The catalyst is C(N(CC)CC)C. The product is [CH:9]([NH:7][CH2:6][C:5]([O:4][CH2:2][CH3:3])=[O:8])=[O:10]. The yield is 0.930. (5) The reactants are FC(F)(F)C(O)=O.C(OC(=O)[NH:14][C@@H:15]([CH2:29][N:30]1[CH2:35][C:34](=[O:36])[N:33]([C:37]2[CH:42]=[CH:41][CH:40]=[CH:39][C:38]=2[CH3:43])[CH2:32][C:31]1([CH3:45])[CH3:44])[C@@H:16]([OH:28])[CH2:17][C@H:18]([C:20](=[O:27])[NH:21][CH2:22][C:23]([CH3:26])([CH3:25])[CH3:24])[CH3:19])(C)(C)C.[C:47]([OH:54])(=[O:53])/[CH:48]=[CH:49]/[C:50]([OH:52])=[O:51].[CH3:55][C:56]([CH3:86])([CH3:85])[CH2:57][NH:58][C:59](=[O:84])[C@H:60]([CH3:83])[CH2:61][C@H:62]([OH:82])[C@@H:63]([NH2:81])[CH2:64][N:65]1[CH2:70][C:69](=[O:71])[N:68]([C:72]2[CH:77]=[CH:76][CH:75]=[CH:74][C:73]=2[CH3:78])[CH2:67][C:66]1([CH3:80])[CH3:79]. The catalyst is C(Cl)Cl.CO. The product is [C:47]([OH:54])(=[O:53])/[CH:48]=[CH:49]/[C:50]([OH:52])=[O:51].[CH3:25][C:23]([CH3:24])([CH3:26])[CH2:22][NH:21][C:20](=[O:27])[C@H:18]([CH3:19])[CH2:17][C@H:16]([OH:28])[C@@H:15]([NH2:14])[CH2:29][N:30]1[CH2:35][C:34](=[O:36])[N:33]([C:37]2[CH:42]=[CH:41][CH:40]=[CH:39][C:38]=2[CH3:43])[CH2:32][C:31]1([CH3:44])[CH3:45].[NH2:81][C@@H:63]([CH2:64][N:65]1[CH2:70][C:69](=[O:71])[N:68]([C:72]2[CH:77]=[CH:76][CH:75]=[CH:74][C:73]=2[CH3:78])[CH2:67][C:66]1([CH3:79])[CH3:80])[C@@H:62]([OH:82])[CH2:61][C@@H:60]([CH3:83])[C:59]([NH:58][CH2:57][C:56]([CH3:86])([CH3:85])[CH3:55])=[O:84]. The yield is 0.990. (6) The reactants are O.[OH-].[Li+].[CH3:4][C:5]1[CH:10]=[C:9]([CH3:11])[CH:8]=[C:7]([CH3:12])[C:6]=1[NH:13][C:14]([NH:16][C:17]1[C:18]([C:27]([NH:29][C@H:30]([C:35]([O:37]C)=[O:36])[CH2:31][CH2:32][CH2:33][CH3:34])=[O:28])=[CH:19][C:20]2[C:25]([CH:26]=1)=[CH:24][CH:23]=[CH:22][CH:21]=2)=[O:15].O.Cl. The catalyst is O1CCOCC1. The product is [CH3:12][C:7]1[CH:8]=[C:9]([CH3:11])[CH:10]=[C:5]([CH3:4])[C:6]=1[NH:13][C:14]([NH:16][C:17]1[C:18]([C:27]([NH:29][C@H:30]([C:35]([OH:37])=[O:36])[CH2:31][CH2:32][CH2:33][CH3:34])=[O:28])=[CH:19][C:20]2[C:25]([CH:26]=1)=[CH:24][CH:23]=[CH:22][CH:21]=2)=[O:15]. The yield is 0.920. (7) The yield is 0.580. The product is [Br:1][C:2]1[S:6][C:5]([NH:7][C:8]([NH:25][C:23]2[N:22]([CH3:26])[N:21]=[C:20]([CH:17]3[CH2:19][CH2:18]3)[CH:24]=2)=[O:16])=[N:4][CH:3]=1. The reactants are [Br:1][C:2]1[S:6][C:5]([NH:7][C:8](=[O:16])OC2C=CC=CC=2)=[N:4][CH:3]=1.[CH:17]1([C:20]2[CH:24]=[C:23]([NH2:25])[N:22]([CH3:26])[N:21]=2)[CH2:19][CH2:18]1.C(N(CC)CC)C. The catalyst is C1COCC1.